Dataset: Forward reaction prediction with 1.9M reactions from USPTO patents (1976-2016). Task: Predict the product of the given reaction. (1) Given the reactants C([O:9][CH:10]([C@@H:13]1[CH2:17][C@@H:16]([CH2:18][CH:19]=[CH2:20])[C@H:15]([N:21]2[C:25]3[N:26]=[C:27]([NH2:31])[NH:28][C:29](=[O:30])[C:24]=3[S:23][C:22]2=[O:32])[O:14]1)[CH2:11][CH3:12])(=O)C1C=CC=CC=1.C([O-])([O-])=O.[K+].[K+].[NH4+].[Cl-], predict the reaction product. The product is: [CH2:18]([C@@H:16]1[CH2:17][C@@H:13]([CH:10]([OH:9])[CH2:11][CH3:12])[O:14][C@H:15]1[N:21]1[C:25]2[N:26]=[C:27]([NH2:31])[NH:28][C:29](=[O:30])[C:24]=2[S:23][C:22]1=[O:32])[CH:19]=[CH2:20]. (2) Given the reactants CC(OI1(OC(C)=O)(OC(C)=O)OC(=O)C2C1=CC=CC=2)=O.[OH:23][CH2:24][C:25]1[CH:35]=[CH:34][C:28]([C:29]([O:31][CH2:32][CH3:33])=[O:30])=[CH:27][N:26]=1.S(S([O-])=O)([O-])=O.[Na+].[Na+].C(=O)([O-])O.[Na+], predict the reaction product. The product is: [CH:24]([C:25]1[CH:35]=[CH:34][C:28]([C:29]([O:31][CH2:32][CH3:33])=[O:30])=[CH:27][N:26]=1)=[O:23]. (3) Given the reactants [O:1]1[CH2:5][CH2:4][O:3][CH:2]1[C:6]1[CH:7]=[C:8]([CH:21]=[C:22]([CH3:24])[CH:23]=1)[O:9][C:10]1[NH:15][C:14](=[O:16])[NH:13][C:12](=[O:17])[C:11]=1[CH:18]([CH3:20])[CH3:19].C(=O)([O-])[O-].[K+].[K+].Cl.Cl[CH2:33][C:34]1[CH:39]=[CH:38][N:37]=[CH:36][CH:35]=1.[I-].[Li+], predict the reaction product. The product is: [O:3]1[CH2:4][CH2:5][O:1][CH:2]1[C:6]1[CH:7]=[C:8]([CH:21]=[C:22]([CH3:24])[CH:23]=1)[O:9][C:10]1[N:15]([CH2:33][C:34]2[CH:39]=[CH:38][N:37]=[CH:36][CH:35]=2)[C:14](=[O:16])[NH:13][C:12](=[O:17])[C:11]=1[CH:18]([CH3:20])[CH3:19]. (4) Given the reactants [C:1]([O:5][C:6]([N:8]1[CH2:12][C@H:11]([OH:13])[CH2:10][C@H:9]1[C:14]([OH:16])=O)=[O:7])([CH3:4])([CH3:3])[CH3:2].C([N:19](CC)CC)C.ClC(OCC)=O.N.[Cl-].[NH4+], predict the reaction product. The product is: [C:14]([C@@H:9]1[CH2:10][C@@H:11]([OH:13])[CH2:12][N:8]1[C:6]([O:5][C:1]([CH3:4])([CH3:3])[CH3:2])=[O:7])(=[O:16])[NH2:19]. (5) Given the reactants [NH2:1][C:2]1[CH:7]=[C:6](Br)[CH:5]=[CH:4][N:3]=1.[CH:9]1[C:14]([C:15]#[N:16])=[CH:13][CH:12]=[C:11]([OH:17])[CH:10]=1.C(=O)([O-])[O-].[K+].[K+].N1C=CC=CC=1, predict the reaction product. The product is: [NH2:1][C:2]1[CH:7]=[C:6]([O:17][C:11]2[CH:12]=[CH:13][C:14]([C:15]#[N:16])=[CH:9][CH:10]=2)[CH:5]=[CH:4][N:3]=1. (6) Given the reactants [CH2:1]([O:8][C:9]1[CH:10]=[C:11]([N+:16]([O-])=O)[CH:12]=[CH:13][C:14]=1[CH3:15])[C:2]1[CH:7]=[CH:6][CH:5]=[CH:4][CH:3]=1.[BH4-].[Na+], predict the reaction product. The product is: [CH2:1]([O:8][C:9]1[CH:10]=[C:11]([CH:12]=[CH:13][C:14]=1[CH3:15])[NH2:16])[C:2]1[CH:3]=[CH:4][CH:5]=[CH:6][CH:7]=1.